Dataset: TCR-epitope binding with 47,182 pairs between 192 epitopes and 23,139 TCRs. Task: Binary Classification. Given a T-cell receptor sequence (or CDR3 region) and an epitope sequence, predict whether binding occurs between them. (1) The epitope is SFHSLHLLF. The TCR CDR3 sequence is CASSWPSGEGEQYF. Result: 1 (the TCR binds to the epitope). (2) The epitope is KLWAQCVQL. The TCR CDR3 sequence is CASSLGGTKGLGDQETQYF. Result: 1 (the TCR binds to the epitope).